Dataset: Reaction yield outcomes from USPTO patents with 853,638 reactions. Task: Predict the reaction yield, written as a fraction of the theoretical maximum amount of product (1.0 means a 100% yield; for example, 0.34 means a 34% yield). (1) The reactants are [CH3:1][C@@:2]1([OH:35])[C@@H:30]([CH2:31][OH:32])[O:29][C@@H:5]([O:6][C:7]2[CH:12]=[C:11]([CH2:13][O:14][CH:15]3[CH2:19][CH2:18][CH2:17][O:16]3)[CH:10]=[CH:9][C:8]=2[CH2:20][C:21]2[CH:26]=[CH:25][C:24]([CH2:27][CH3:28])=[CH:23][CH:22]=2)[C@H:4]([OH:33])[C@H:3]1[OH:34].[O:36]1[CH2:40][CH2:39][CH2:38][CH:37]1[O:41][CH2:42][C:43](OC[C@H]1O[C@@H](OC2C=C(COC3CCCO3)C=CC=2CC2C=CC(CC)=CC=2)[C@H](O)[C@@H](O)C1)=[O:44]. No catalyst specified. The product is [CH3:1][C@@:2]1([OH:35])[C@@H:30]([CH2:31][O:32][C:43](=[O:44])[CH2:42][O:41][CH:37]2[CH2:38][CH2:39][CH2:40][O:36]2)[O:29][C@@H:5]([O:6][C:7]2[CH:12]=[C:11]([CH2:13][O:14][CH:15]3[CH2:19][CH2:18][CH2:17][O:16]3)[CH:10]=[CH:9][C:8]=2[CH2:20][C:21]2[CH:26]=[CH:25][C:24]([CH2:27][CH3:28])=[CH:23][CH:22]=2)[C@H:4]([OH:33])[C@H:3]1[OH:34]. The yield is 0.260. (2) The reactants are C1C=CC2N(O)N=NC=2C=1.CCN(C(C)C)C(C)C.[Cl:20][C:21]1[CH:29]=[CH:28][C:27]([C:30]([F:33])([F:32])[F:31])=[CH:26][C:22]=1[C:23]([OH:25])=O.CCN=C=NCCCN(C)C.Cl.Cl.[C:47]1([C:65]2[CH:70]=[CH:69][CH:68]=[CH:67][CH:66]=2)[CH:52]=[CH:51][C:50]([NH:53][C:54](=[O:64])[CH2:55][C:56](=[O:63])[N:57]2[CH2:62][CH2:61][NH:60][CH2:59][CH2:58]2)=[CH:49][CH:48]=1. The product is [C:47]1([C:65]2[CH:70]=[CH:69][CH:68]=[CH:67][CH:66]=2)[CH:48]=[CH:49][C:50]([NH:53][C:54](=[O:64])[CH2:55][C:56]([N:57]2[CH2:58][CH2:59][N:60]([C:23](=[O:25])[C:22]3[CH:26]=[C:27]([C:30]([F:33])([F:32])[F:31])[CH:28]=[CH:29][C:21]=3[Cl:20])[CH2:61][CH2:62]2)=[O:63])=[CH:51][CH:52]=1. The catalyst is CN(C=O)C.O. The yield is 0.480. (3) The reactants are [Cl:1][C:2]1[CH:7]=[C:6]([CH2:8][N:9]2[CH2:14][CH2:13][O:12][CH2:11][CH2:10]2)[CH:5]=[CH:4][C:3]=1[C:15]1[CH:24]=[C:23]([C:25]([OH:27])=O)[C:22]2[C:17](=[CH:18][CH:19]=[C:20]([F:28])[CH:21]=2)[N:16]=1.CN1CCOCC1.ClC1N=C(OC)N=C(OC)N=1.[N:47]1([CH2:52][CH2:53][NH2:54])[CH2:51][CH2:50][CH2:49][CH2:48]1. The catalyst is C(Cl)Cl. The product is [Cl:1][C:2]1[CH:7]=[C:6]([CH2:8][N:9]2[CH2:10][CH2:11][O:12][CH2:13][CH2:14]2)[CH:5]=[CH:4][C:3]=1[C:15]1[CH:24]=[C:23]([C:25]([NH:54][CH2:53][CH2:52][N:47]2[CH2:51][CH2:50][CH2:49][CH2:48]2)=[O:27])[C:22]2[C:17](=[CH:18][CH:19]=[C:20]([F:28])[CH:21]=2)[N:16]=1. The yield is 0.610. (4) The reactants are [Cl:1][C:2]1[C:9]([OH:10])=[CH:8][C:5]([C:6]#[N:7])=[CH:4][N:3]=1.C(N(CC)C(C)C)(C)C.Cl[CH:21]([O:23][CH:24](C)Cl)C. The catalyst is C(Cl)Cl. The product is [Cl:1][C:2]1[C:9]([O:10][CH2:21][O:23][CH3:24])=[CH:8][C:5]([C:6]#[N:7])=[CH:4][N:3]=1. The yield is 0.500. (5) The reactants are [Cl:1][C:2]1[C:7](=[O:8])[N:6]([CH3:9])[CH:5]=[C:4]([NH:10][CH:11]([C:29]2[CH:34]=[CH:33][C:32]([Cl:35])=[CH:31][CH:30]=2)[C:12]2[C:13]([C:24]([O:26]CC)=[O:25])=[N:14][N:15]([CH:21]3[CH2:23][CH2:22]3)[C:16]=2[C:17]([F:20])([F:19])[F:18])[CH:3]=1.[OH-].[Na+]. The catalyst is C1COCC1.CO. The product is [Cl:1][C:2]1[C:7](=[O:8])[N:6]([CH3:9])[CH:5]=[C:4]([NH:10][CH:11]([C:29]2[CH:34]=[CH:33][C:32]([Cl:35])=[CH:31][CH:30]=2)[C:12]2[C:13]([C:24]([OH:26])=[O:25])=[N:14][N:15]([CH:21]3[CH2:23][CH2:22]3)[C:16]=2[C:17]([F:19])([F:18])[F:20])[CH:3]=1. The yield is 0.780. (6) The reactants are [Cl:1][C:2]1[CH:3]=[C:4]([C:11]2[CH:12]=[C:13]3[C:18](=[CH:19][CH:20]=2)[N:17]=[CH:16][C:15]([C:21]([CH:23]2[CH2:25][CH2:24]2)=[O:22])=[C:14]3[NH:26][CH:27]2[CH2:32][CH2:31][CH:30]([N:33]([CH2:36][CH3:37])[CH2:34][CH3:35])[CH2:29][CH2:28]2)[CH:5]=[C:6]([O:9][CH3:10])[C:7]=1[OH:8].[ClH:38]. No catalyst specified. The product is [ClH:1].[ClH:38].[Cl:1][C:2]1[CH:3]=[C:4]([C:11]2[CH:12]=[C:13]3[C:18](=[CH:19][CH:20]=2)[N:17]=[CH:16][C:15]([C:21]([CH:23]2[CH2:24][CH2:25]2)=[O:22])=[C:14]3[NH:26][CH:27]2[CH2:32][CH2:31][CH:30]([N:33]([CH2:34][CH3:35])[CH2:36][CH3:37])[CH2:29][CH2:28]2)[CH:5]=[C:6]([O:9][CH3:10])[C:7]=1[OH:8]. The yield is 0.750. (7) The reactants are [CH3:1][CH:2]([C@:4]([OH:30])(/[CH:6]=[CH:7]/[C@H:8]([C@@H:10]1[C@:27]2([CH3:28])[C@H:13]([C:14]3[C@H:24]([CH2:25][CH2:26]2)[C@:22]2([CH3:23])[C:17]([CH2:18][C@@H:19]([OH:29])[CH2:20][CH2:21]2)=[CH:16][CH:15]=3)[CH2:12][CH2:11]1)[CH3:9])[CH3:5])[CH3:3].C1C=CC=CC=1.O. The product is [CH3:9][C@@H:8]([C@@H:10]1[C@@:27]2([CH3:28])[CH2:26][CH2:25][CH2:24]/[C:14](=[CH:15]\[CH:16]=[C:17]3\[CH2:18][C@@H:19]([OH:29])[CH2:20][CH2:21][C:22]\3=[CH2:23])/[C@@H:13]2[CH2:12][CH2:11]1)/[CH:7]=[CH:6]/[C:4]([OH:30])([CH:2]([CH3:1])[CH3:3])[CH3:5]. The yield is 0.550. The catalyst is CCOCC.